Predict the product of the given reaction. From a dataset of Forward reaction prediction with 1.9M reactions from USPTO patents (1976-2016). (1) The product is: [OH:15][CH:14]([C:13]1[CH:16]=[CH:17][CH:18]=[C:11]([OH:10])[CH:12]=1)[CH2:8][C:7]#[N:9]. Given the reactants C([O-])(C)(C)C.[K+].[C:7](#[N:9])[CH3:8].[OH:10][C:11]1[CH:12]=[C:13]([CH:16]=[CH:17][CH:18]=1)[CH:14]=[O:15], predict the reaction product. (2) Given the reactants CO.[SH:3][CH2:4][CH2:5][CH2:6][CH2:7][CH2:8][CH2:9][CH2:10][CH2:11][CH2:12][CH2:13][CH2:14][C:15]([OH:17])=[O:16].C[O-].[CH3:20][O:21][C:22]1[CH:42]=[CH:41][C:25]([CH2:26][S:27][CH2:28][CH2:29][CH2:30][CH2:31][CH2:32][CH2:33][CH2:34][CH2:35][CH2:36][CH2:37][CH2:38][CH2:39]Br)=[CH:24][CH:23]=1, predict the reaction product. The product is: [CH3:20][O:21][C:22]1[CH:42]=[CH:41][C:25]([CH2:26][S:27][CH2:28][CH2:29][CH2:30][CH2:31][CH2:32][CH2:33][CH2:34][CH2:35][CH2:36][CH2:37][CH2:38][CH2:39][S:3][CH2:4][CH2:5][CH2:6][CH2:7][CH2:8][CH2:9][CH2:10][CH2:11][CH2:12][CH2:13][CH2:14][C:15]([OH:17])=[O:16])=[CH:24][CH:23]=1. (3) Given the reactants [CH2:1]([O:3][C:4](=[O:26])[CH2:5][C:6]1[CH:7]=[C:8]([C:14]2[CH:19]=[CH:18][C:17]([C:20]([F:23])([F:22])[F:21])=[CH:16][C:15]=2[CH2:24][NH2:25])[C:9]([O:12][CH3:13])=[CH:10][CH:11]=1)[CH3:2].[CH2:27]([N:34]=[C:35]=[O:36])[C:28]1[CH:33]=[CH:32][CH:31]=[CH:30][CH:29]=1, predict the reaction product. The product is: [CH2:1]([O:3][C:4](=[O:26])[CH2:5][C:6]1[CH:7]=[C:8]([C:14]2[CH:19]=[CH:18][C:17]([C:20]([F:23])([F:21])[F:22])=[CH:16][C:15]=2[CH2:24][NH:25][C:35]([NH:34][CH2:27][C:28]2[CH:33]=[CH:32][CH:31]=[CH:30][CH:29]=2)=[O:36])[C:9]([O:12][CH3:13])=[CH:10][CH:11]=1)[CH3:2]. (4) Given the reactants [CH3:1][NH:2][C:3]([C:5]1[CH:6]=[C:7]2[C:11](=[CH:12][CH:13]=1)[NH:10][C:9](=[O:14])[CH2:8]2)=[O:4].O=C1C[C:23]2[C:18](=[CH:19][C:20](C(O)=O)=C[CH:22]=2)N1.NC1C=CC=CC=1, predict the reaction product. The product is: [O:14]=[C:9]1[CH2:8][C:7]2[C:11](=[CH:12][CH:13]=[C:5]([C:3]([NH:2][C:1]3[CH:22]=[CH:23][CH:18]=[CH:19][CH:20]=3)=[O:4])[CH:6]=2)[NH:10]1. (5) The product is: [CH2:1]([S:3]([CH2:6][CH2:7][N:8]([CH3:29])[C:9]1[N:20]2[C:12]([CH:13]=[N:14][C:15]3[NH:16][CH:17]=[CH:18][C:19]=32)=[CH:11][CH:10]=1)(=[O:4])=[O:5])[CH3:2]. Given the reactants [CH2:1]([S:3]([CH2:6][CH2:7][N:8]([CH3:29])[C:9]1[N:20]2[C:12]([CH:13]=[N:14][C:15]3[N:16](COCC[Si](C)(C)C)[CH:17]=[CH:18][C:19]=32)=[CH:11][CH:10]=1)(=[O:5])=[O:4])[CH3:2].C(O)(C(F)(F)F)=O, predict the reaction product. (6) Given the reactants [N:1]1[CH:6]=[CH:5][CH:4]=[C:3]([C:7]2[CH:11]=[C:10]([C:12]([F:15])([F:14])[F:13])[N:9]([C:16]3[N:21]=[N:20][C:19]([NH2:22])=[CH:18][CH:17]=3)[N:8]=2)[CH:2]=1.C(N(CC)C(C)C)(C)C.[CH3:32][C:33]1[O:34][C:35]([C:38]2[CH:39]=[C:40]([CH:44]=[CH:45][CH:46]=2)[C:41](Cl)=[O:42])=[CH:36][N:37]=1.C(=O)(O)[O-].[Na+], predict the reaction product. The product is: [N:1]1[CH:6]=[CH:5][CH:4]=[C:3]([C:7]2[CH:11]=[C:10]([C:12]([F:15])([F:13])[F:14])[N:9]([C:16]3[N:21]=[N:20][C:19]([NH2:22])=[CH:18][CH:17]=3)[N:8]=2)[CH:2]=1.[CH3:32][C:33]1[O:34][C:35]([C:38]2[CH:39]=[C:40]([CH:44]=[CH:45][CH:46]=2)[C:41]([NH:22][C:19]2[N:20]=[N:21][C:16]([N:9]3[C:10]([C:12]([F:15])([F:13])[F:14])=[CH:11][C:7]([C:3]4[CH:2]=[N:1][CH:6]=[CH:5][CH:4]=4)=[N:8]3)=[CH:17][CH:18]=2)=[O:42])=[CH:36][N:37]=1. (7) Given the reactants ClC1C=C(/C(/C(F)(F)F)=C/C([C:13]2[CH:25]=[CH:24][C:16]([C:17]([NH:19][CH:20]3[CH2:23][S:22][CH2:21]3)=[O:18])=[C:15]([CH3:26])[CH:14]=2)=O)C=C(Cl)C=1.O, predict the reaction product. The product is: [CH3:26][C:15]1[CH:14]=[CH:13][CH:25]=[CH:24][C:16]=1[C:17]([NH:19][CH:20]1[CH2:23][S:22][CH2:21]1)=[O:18].